From a dataset of Peptide-MHC class I binding affinity with 185,985 pairs from IEDB/IMGT. Regression. Given a peptide amino acid sequence and an MHC pseudo amino acid sequence, predict their binding affinity value. This is MHC class I binding data. (1) The peptide sequence is KTANTRKDEM. The MHC is Mamu-A01 with pseudo-sequence Mamu-A01. The binding affinity (normalized) is 0.241. (2) The MHC is HLA-B35:01 with pseudo-sequence HLA-B35:01. The binding affinity (normalized) is 0.658. The peptide sequence is IVDCLTEMYY. (3) The peptide sequence is RLSCAASGFTF. The MHC is Mamu-A11 with pseudo-sequence Mamu-A11. The binding affinity (normalized) is 0.0834. (4) The peptide sequence is TLNHNCINV. The MHC is HLA-A02:11 with pseudo-sequence HLA-A02:11. The binding affinity (normalized) is 1.00. (5) The peptide sequence is QYQNEINYL. The MHC is HLA-A24:03 with pseudo-sequence HLA-A24:03. The binding affinity (normalized) is 0.898. (6) The peptide sequence is ALGGSIAVK. The MHC is HLA-A68:01 with pseudo-sequence HLA-A68:01. The binding affinity (normalized) is 0.138. (7) The peptide sequence is DCKTILKAL. The MHC is HLA-A02:06 with pseudo-sequence HLA-A02:06. The binding affinity (normalized) is 0.